From a dataset of Full USPTO retrosynthesis dataset with 1.9M reactions from patents (1976-2016). Predict the reactants needed to synthesize the given product. (1) Given the product [N:28]1[S:29][N:30]=[C:26]2[CH:25]=[C:24]([O:23][C:18]3[C:17]([C:15]([NH:14][CH2:13][C:10]4[CH:11]=[CH:12][C:7]([O:6][C@H:4]([CH3:5])[C:3]([OH:34])=[O:2])=[CH:8][C:9]=4[F:33])=[O:16])=[CH:22][CH:21]=[CH:20][N:19]=3)[CH:32]=[CH:31][C:27]=12, predict the reactants needed to synthesize it. The reactants are: C[O:2][C:3](=[O:34])[C@H:4]([O:6][C:7]1[CH:12]=[CH:11][C:10]([CH2:13][NH:14][C:15]([C:17]2[C:18]([O:23][C:24]3[CH:32]=[CH:31][C:27]4=[N:28][S:29][N:30]=[C:26]4[CH:25]=3)=[N:19][CH:20]=[CH:21][CH:22]=2)=[O:16])=[C:9]([F:33])[CH:8]=1)[CH3:5].COC(=O)COC1C=CC(CNC(C2C(OC3C=CC4OCOC=4C=3)=NC=CC=2)=O)=C(F)C=1. (2) Given the product [CH2:11]([C@H:18]1[CH2:19][N:20]([C:24]2[CH:32]=[C:31]3[C:27]([C:28]([CH2:38][CH3:39])=[N:29][N:30]3[CH:33]3[CH2:35][CH2:36][CH2:37]3)=[CH:26][CH:25]=2)[CH2:21][CH2:22][N:23]1[C:8](=[O:10])[CH2:7][C:2]1[CH:3]=[CH:4][CH:5]=[CH:6][N:1]=1)[C:12]1[CH:13]=[CH:14][CH:15]=[CH:16][CH:17]=1, predict the reactants needed to synthesize it. The reactants are: [N:1]1[CH:6]=[CH:5][CH:4]=[CH:3][C:2]=1[CH2:7][C:8]([OH:10])=O.[CH2:11]([C@@H:18]1[NH:23][CH2:22][CH2:21][N:20]([C:24]2[CH:32]=[C:31]3[C:27]([C:28]([CH2:38][CH3:39])=[N:29][N:30]3[CH:33]3[CH2:37][CH2:36][CH2:35]C3)=[CH:26][CH:25]=2)[CH2:19]1)[C:12]1[CH:17]=[CH:16][CH:15]=[CH:14][CH:13]=1. (3) Given the product [C:1]([O:5][C:6](=[O:16])[NH:7][C:8]1[C:9]([CH2:14][OH:15])=[N:10][CH:11]=[CH:12][CH:13]=1)([CH3:4])([CH3:2])[CH3:3], predict the reactants needed to synthesize it. The reactants are: [C:1]([O:5][C:6](=[O:16])[NH:7][C:8]1[C:9]([CH:14]=[O:15])=[N:10][CH:11]=[CH:12][CH:13]=1)([CH3:4])([CH3:3])[CH3:2].[BH4-].[Na+].C([O-])(O)=O.[Na+]. (4) The reactants are: [Cl:1]C1N=[C:4](C2C=CC([N+]([O-])=O)=CC=2)[C:5]2CN(C(OC(C)(C)C)=O)CC=2N=1.Cl.[CH:28]12[O:35]C(CC1)C[NH:30][CH2:29]2.C[C@@H:37]1[N:42]([C:43]2[N:44]=[C:45]([C:59]3[CH:64]=[CH:63][C:62]([NH:65][C:66]([O:68]C4C=CC=CC=4)=O)=[CH:61][CH:60]=3)[C:46]3[CH2:51][N:50](C(OC(C)(C)C)=O)[CH2:49][C:47]=3[N:48]=2)[CH2:41][CH2:40][O:39][CH2:38]1. Given the product [ClH:1].[CH:40]12[O:39][CH:38]([CH2:4][CH2:5]1)[CH2:37][N:42]([C:43]1[N:44]=[C:45]([C:59]3[CH:64]=[CH:63][C:62]([NH:65][C:66]([NH:30][CH2:29][CH2:28][OH:35])=[O:68])=[CH:61][CH:60]=3)[C:46]3[CH2:51][NH:50][CH2:49][C:47]=3[N:48]=1)[CH2:41]2, predict the reactants needed to synthesize it. (5) Given the product [CH2:20]([N:19]([CH3:18])[CH:2]([CH3:17])[C:3]([C:5]1[C:6]([CH:14]([CH3:16])[CH3:15])=[N:7][N:8]2[CH:13]=[CH:12][CH:11]=[CH:10][C:9]=12)=[O:4])[C:21]1[CH:26]=[CH:25][CH:24]=[CH:23][CH:22]=1, predict the reactants needed to synthesize it. The reactants are: Cl[CH:2]([CH3:17])[C:3]([C:5]1[C:6]([CH:14]([CH3:16])[CH3:15])=[N:7][N:8]2[CH:13]=[CH:12][CH:11]=[CH:10][C:9]=12)=[O:4].[CH3:18][NH:19][CH2:20][C:21]1[CH:26]=[CH:25][CH:24]=[CH:23][CH:22]=1. (6) Given the product [Cl:8][C:5]1[CH:6]=[CH:7][C:2]([NH:1][S:29]([C:26]2[CH:27]=[CH:28][C:23]([C:22]3[O:18][CH:19]=[N:20][CH:21]=3)=[CH:24][CH:25]=2)(=[O:30])=[O:31])=[C:3]([C:9]([C:11]2[CH:16]=[CH:15][N:14]=[C:13]([CH3:17])[CH:12]=2)=[O:10])[CH:4]=1, predict the reactants needed to synthesize it. The reactants are: [NH2:1][C:2]1[CH:7]=[CH:6][C:5]([Cl:8])=[CH:4][C:3]=1[C:9]([C:11]1[CH:16]=[CH:15][N:14]=[C:13]([CH3:17])[CH:12]=1)=[O:10].[O:18]1[C:22]([C:23]2[CH:28]=[CH:27][C:26]([S:29](Cl)(=[O:31])=[O:30])=[CH:25][CH:24]=2)=[CH:21][N:20]=[CH:19]1. (7) Given the product [ClH:33].[Cl:33][C:34]1[CH:35]=[C:36]2[C:40](=[CH:41][CH:42]=1)[NH:39][C:38]([C:6]([NH:8][C@H:9]1[CH2:14][CH2:13][C@@H:12]([C:15]([O:17][CH3:18])=[O:16])[CH2:11][C@H:10]1[NH:19][C:20]([C:22]1[S:23][C:24]3[CH2:25][N:26]([CH3:31])[CH2:27][CH2:28][C:29]=3[N:30]=1)=[O:21])=[O:7])=[CH:37]2, predict the reactants needed to synthesize it. The reactants are: C(O[C:6]([NH:8][C@H:9]1[CH2:14][CH2:13][C@@H:12]([C:15]([O:17][CH3:18])=[O:16])[CH2:11][C@H:10]1[NH:19][C:20]([C:22]1[S:23][C:24]2[CH2:25][N:26]([CH3:31])[CH2:27][CH2:28][C:29]=2[N:30]=1)=[O:21])=[O:7])(C)(C)C.Cl.[Cl:33][C:34]1[CH:35]=[C:36]2[C:40](=[CH:41][CH:42]=1)[NH:39][C:38](C(O)=O)=[CH:37]2.